Dataset: NCI-60 drug combinations with 297,098 pairs across 59 cell lines. Task: Regression. Given two drug SMILES strings and cell line genomic features, predict the synergy score measuring deviation from expected non-interaction effect. (1) Drug 1: C1=C(C(=O)NC(=O)N1)N(CCCl)CCCl. Drug 2: CC1C(C(CC(O1)OC2CC(OC(C2O)C)OC3=CC4=CC5=C(C(=O)C(C(C5)C(C(=O)C(C(C)O)O)OC)OC6CC(C(C(O6)C)O)OC7CC(C(C(O7)C)O)OC8CC(C(C(O8)C)O)(C)O)C(=C4C(=C3C)O)O)O)O. Cell line: BT-549. Synergy scores: CSS=38.2, Synergy_ZIP=13.5, Synergy_Bliss=14.8, Synergy_Loewe=13.2, Synergy_HSA=13.7. (2) Drug 1: CC1C(C(=O)NC(C(=O)N2CCCC2C(=O)N(CC(=O)N(C(C(=O)O1)C(C)C)C)C)C(C)C)NC(=O)C3=C4C(=C(C=C3)C)OC5=C(C(=O)C(=C(C5=N4)C(=O)NC6C(OC(=O)C(N(C(=O)CN(C(=O)C7CCCN7C(=O)C(NC6=O)C(C)C)C)C)C(C)C)C)N)C. Drug 2: CCC1(CC2CC(C3=C(CCN(C2)C1)C4=CC=CC=C4N3)(C5=C(C=C6C(=C5)C78CCN9C7C(C=CC9)(C(C(C8N6C)(C(=O)OC)O)OC(=O)C)CC)OC)C(=O)OC)O.OS(=O)(=O)O. Cell line: TK-10. Synergy scores: CSS=-0.975, Synergy_ZIP=-4.55, Synergy_Bliss=-6.84, Synergy_Loewe=-14.4, Synergy_HSA=-12.5. (3) Drug 1: CC1=C2C(C(=O)C3(C(CC4C(C3C(C(C2(C)C)(CC1OC(=O)C(C(C5=CC=CC=C5)NC(=O)OC(C)(C)C)O)O)OC(=O)C6=CC=CC=C6)(CO4)OC(=O)C)O)C)O. Drug 2: CS(=O)(=O)CCNCC1=CC=C(O1)C2=CC3=C(C=C2)N=CN=C3NC4=CC(=C(C=C4)OCC5=CC(=CC=C5)F)Cl. Cell line: NCI-H460. Synergy scores: CSS=30.3, Synergy_ZIP=29.4, Synergy_Bliss=28.0, Synergy_Loewe=28.8, Synergy_HSA=26.6. (4) Drug 1: CC12CCC(CC1=CCC3C2CCC4(C3CC=C4C5=CN=CC=C5)C)O. Drug 2: CCCCC(=O)OCC(=O)C1(CC(C2=C(C1)C(=C3C(=C2O)C(=O)C4=C(C3=O)C=CC=C4OC)O)OC5CC(C(C(O5)C)O)NC(=O)C(F)(F)F)O. Cell line: NCI-H460. Synergy scores: CSS=-0.192, Synergy_ZIP=-0.533, Synergy_Bliss=-0.923, Synergy_Loewe=-2.48, Synergy_HSA=-2.07.